Predict the product of the given reaction. From a dataset of Forward reaction prediction with 1.9M reactions from USPTO patents (1976-2016). (1) Given the reactants C1C[O:4]CC1.[CH3:6][C:7]([CH3:40])([CH2:10][C@@:11]1([C:34]2[CH:39]=[CH:38][CH:37]=[CH:36][CH:35]=2)[O:16][C:15](=[O:17])[N:14]([C@H:18]([C:20]2[CH:25]=[CH:24][C:23]([C:26]3[CH:31]=[CH:30][C:29](=[O:32])[N:28]([CH3:33])[CH:27]=3)=[CH:22][CH:21]=2)[CH3:19])[CH2:13][CH2:12]1)[C:8]#[N:9].C(N)(=O)C, predict the reaction product. The product is: [CH3:40][C:7]([CH3:6])([CH2:10][C@@:11]1([C:34]2[CH:39]=[CH:38][CH:37]=[CH:36][CH:35]=2)[O:16][C:15](=[O:17])[N:14]([C@H:18]([C:20]2[CH:25]=[CH:24][C:23]([C:26]3[CH:31]=[CH:30][C:29](=[O:32])[N:28]([CH3:33])[CH:27]=3)=[CH:22][CH:21]=2)[CH3:19])[CH2:13][CH2:12]1)[C:8]([NH2:9])=[O:4]. (2) The product is: [Br:1][C:11]1[C:12]2[C:13](=[N:14][CH:15]=[C:16]([C:18]3[C:27]4[C:22](=[CH:23][CH:24]=[CH:25][CH:26]=4)[CH:21]=[C:20]([NH:28][C:29](=[O:35])[O:30][C:31]([CH3:32])([CH3:34])[CH3:33])[N:19]=3)[CH:17]=2)[NH:9][CH:10]=1. Given the reactants [Br:1]N1C(=O)CCC1=O.[NH:9]1[C:13]2=[N:14][CH:15]=[C:16]([C:18]3[C:27]4[C:22](=[CH:23][CH:24]=[CH:25][CH:26]=4)[CH:21]=[C:20]([NH:28][C:29](=[O:35])[O:30][C:31]([CH3:34])([CH3:33])[CH3:32])[N:19]=3)[CH:17]=[C:12]2[CH:11]=[CH:10]1, predict the reaction product. (3) Given the reactants [F:1][C:2]1[CH:3]=[C:4]([C:14]2[O:15][C:16]3[CH:21]=[C:20]([O:22][CH2:23][C@@H:24]([NH:26][C:27](=[O:29])[CH3:28])[CH3:25])[N:19]=[CH:18][C:17]=3[N:30]=2)[CH:5]=[CH:6][C:7]=1[O:8][CH2:9][CH2:10][CH:11]([OH:13])[CH3:12].CC(OI1(OC(C)=O)(OC(C)=O)OC(=O)C2C=CC=CC1=2)=O.S([O-])([O-])(=O)=S.[Na+].[Na+].O, predict the reaction product. The product is: [F:1][C:2]1[CH:3]=[C:4]([C:14]2[O:15][C:16]3[CH:21]=[C:20]([O:22][CH2:23][C@@H:24]([NH:26][C:27](=[O:29])[CH3:28])[CH3:25])[N:19]=[CH:18][C:17]=3[N:30]=2)[CH:5]=[CH:6][C:7]=1[O:8][CH2:9][CH2:10][C:11](=[O:13])[CH3:12]. (4) The product is: [CH3:16][O:14][C:13]([C@@H:5]1[CH2:6][C:7]2[C:12](=[CH:11][CH:10]=[CH:9][CH:8]=2)[N:4]1[C:1](=[O:3])[CH3:2])=[O:15]. Given the reactants [C:1]([N:4]1[C:12]2[C:7](=[CH:8][CH:9]=[CH:10][CH:11]=2)[CH2:6][C@@H:5]1[C:13]([OH:15])=[O:14])(=[O:3])[CH3:2].[CH3:16]O, predict the reaction product. (5) Given the reactants [O:1]=[C:2]1[CH2:11][C:10]2[CH:9]=[C:8]([S:12](Cl)(=[O:14])=[O:13])[CH:7]=[CH:6][C:5]=2[CH2:4][CH2:3]1.[CH3:16][NH2:17], predict the reaction product. The product is: [CH3:16][NH:17][S:12]([C:8]1[CH:7]=[CH:6][C:5]2[CH2:4][CH2:3][C:2](=[O:1])[CH2:11][C:10]=2[CH:9]=1)(=[O:14])=[O:13].